Dataset: Full USPTO retrosynthesis dataset with 1.9M reactions from patents (1976-2016). Task: Predict the reactants needed to synthesize the given product. (1) Given the product [Br:1][C:2]1[CH:3]=[C:4]([C:8]2[CH:28]=[C:27]([C:23]3[CH:24]=[CH:25][CH:26]=[C:21]([Cl:20])[CH:22]=3)[CH:11]=[C:10]([C:12]3[CH:17]=[CH:16][CH:15]=[C:14]([Br:18])[CH:13]=3)[CH:9]=2)[CH:5]=[CH:6][CH:7]=1, predict the reactants needed to synthesize it. The reactants are: [Br:1][C:2]1[CH:3]=[C:4]([C:8](=O)[CH:9]=[C:10]([C:12]2[CH:17]=[CH:16][CH:15]=[C:14]([Br:18])[CH:13]=2)[CH3:11])[CH:5]=[CH:6][CH:7]=1.[Cl:20][C:21]1[CH:22]=[C:23]([C:27](=O)[CH3:28])[CH:24]=[CH:25][CH:26]=1.C(O)C.[Si](Cl)(Cl)(Cl)Cl. (2) Given the product [F:23][C:24]([F:37])([F:38])[C:25]1[CH:26]=[C:27]([CH2:28][O:22][C@@H:10]2[CH2:9][CH2:8][C@@H:7]3[N:12]([CH2:13][CH:14]=[CH2:15])[C@@:11]2([C:16]2[CH:21]=[CH:20][CH:19]=[CH:18][CH:17]=2)[C@@H:5]([C:3]#[N:4])[CH2:6]3)[CH:30]=[C:31]([C:33]([F:34])([F:35])[F:36])[CH:32]=1, predict the reactants needed to synthesize it. The reactants are: [H-].[Na+].[C:3]([CH:5]1[C:11]2([C:16]3[CH:21]=[CH:20][CH:19]=[CH:18][CH:17]=3)[N:12]([CH2:13][CH:14]=[CH2:15])[CH:7]([CH2:8][CH2:9][CH:10]2[OH:22])[CH2:6]1)#[N:4].[F:23][C:24]([F:38])([F:37])[C:25]1[CH:26]=[C:27]([CH:30]=[C:31]([C:33]([F:36])([F:35])[F:34])[CH:32]=1)[CH2:28]Br.C1OCCOCCOCCOCCOCCOC1. (3) Given the product [Br:1][C:2]1[CH:7]=[CH:6][C:5]([NH:8][C:9]2[N:17]=[C:16]([NH:21][NH2:22])[N:15]=[C:14]3[C:10]=2[N:11]=[CH:12][N:13]3[CH3:19])=[CH:4][CH:3]=1, predict the reactants needed to synthesize it. The reactants are: [Br:1][C:2]1[CH:7]=[CH:6][C:5]([NH:8][C:9]2[N:17]=[C:16](Cl)[N:15]=[C:14]3[C:10]=2[N:11]=[CH:12][N:13]3[CH3:19])=[CH:4][CH:3]=1.O.[NH2:21][NH2:22]. (4) Given the product [Br:12][C:8]1[C:9]([O:10][CH3:11])=[C:2]([Br:1])[C:3]2[O:13][C:21]([C:22]([O:24][CH2:25][CH3:26])=[O:23])=[CH:5][C:4]=2[CH:7]=1, predict the reactants needed to synthesize it. The reactants are: [Br:1][C:2]1[C:3]([OH:13])=[C:4]([CH:7]=[C:8]([Br:12])[C:9]=1[O:10][CH3:11])[CH:5]=O.C(=O)([O-])[O-].[K+].[K+].Br[CH2:21][C:22]([O:24][CH2:25][CH3:26])=[O:23]. (5) The reactants are: [C:1]([C:3]1[CH:29]=[CH:28][C:6]2[NH:7][C:8]([CH:10]([C:16]3[C:24]([O:25][CH3:26])=[CH:23][C:22]([CH3:27])=[C:21]4[C:17]=3[CH:18]=[CH:19][NH:20]4)[CH2:11][C:12]([O:14]C)=[O:13])=[N:9][C:5]=2[CH:4]=1)#[N:2].[OH-].[Na+]. Given the product [C:1]([C:3]1[CH:29]=[CH:28][C:6]2[NH:7][C:8]([CH:10]([C:16]3[C:24]([O:25][CH3:26])=[CH:23][C:22]([CH3:27])=[C:21]4[C:17]=3[CH:18]=[CH:19][NH:20]4)[CH2:11][C:12]([OH:14])=[O:13])=[N:9][C:5]=2[CH:4]=1)#[N:2], predict the reactants needed to synthesize it. (6) Given the product [OH:11][C:6]1[CH:7]=[N:8][CH:9]=[CH:10][C:5]=1[C:4]([NH:16][CH2:13][CH2:14][CH3:15])=[O:12], predict the reactants needed to synthesize it. The reactants are: C(O[C:4](=[O:12])[C:5]1[CH:10]=[CH:9][N:8]=[CH:7][C:6]=1[OH:11])C.[CH2:13]([NH2:16])[CH2:14][CH3:15].